Dataset: Forward reaction prediction with 1.9M reactions from USPTO patents (1976-2016). Task: Predict the product of the given reaction. (1) Given the reactants C(OC([N:8]1[CH2:13][CH2:12][CH:11]([CH2:14][N:15]([C:20](=[O:46])[C:21]2[CH:26]=[CH:25][CH:24]=[C:23]([CH2:27][O:28][C:29]3[CH:34]=[CH:33][C:32]([C:35]4[C:43]5[O:42][CH:41]=[CH:40][C:39]=5[C:38]([F:44])=[C:37]([F:45])[CH:36]=4)=[CH:31][CH:30]=3)[CH:22]=2)[CH2:16][C:17]([OH:19])=[O:18])[CH2:10][CH2:9]1)=O)(C)(C)C.Cl.O1CCOCC1, predict the reaction product. The product is: [F:44][C:38]1[C:39]2[CH:40]=[CH:41][O:42][C:43]=2[C:35]([C:32]2[CH:31]=[CH:30][C:29]([O:28][CH2:27][C:23]3[CH:22]=[C:21]([CH:26]=[CH:25][CH:24]=3)[C:20]([N:15]([CH2:14][CH:11]3[CH2:10][CH2:9][NH:8][CH2:13][CH2:12]3)[CH2:16][C:17]([OH:19])=[O:18])=[O:46])=[CH:34][CH:33]=2)=[CH:36][C:37]=1[F:45]. (2) Given the reactants Br[C:2]1[N:7]=[C:6]([C:8]([OH:10])=[O:9])[CH:5]=[CH:4][CH:3]=1.C([O-])([O-])=O.[Na+].[Na+].[F:17][C:18]1[CH:23]=[CH:22][C:21](B2OCC(C)(C)CO2)=[CH:20][CH:19]=1.CCO, predict the reaction product. The product is: [F:17][C:18]1[CH:23]=[CH:22][C:21]([C:2]2[N:7]=[C:6]([C:8]([OH:10])=[O:9])[CH:5]=[CH:4][CH:3]=2)=[CH:20][CH:19]=1. (3) Given the reactants [NH2:1][C:2]1[CH:26]=[CH:25][C:24]([N:27]2[CH2:32][CH2:31][CH2:30][CH2:29][CH2:28]2)=[CH:23][C:3]=1[C:4]([NH:6][C:7]1[CH:8]=[N:9][C:10]([C:13]2[CH:18]=[CH:17][CH:16]=[C:15]([C:19]([F:22])([F:21])[F:20])[CH:14]=2)=[N:11][CH:12]=1)=[O:5].Cl[C:34]([C:36]1[CH:37]=[C:38]([CH:47]=[CH:48][CH:49]=1)[CH2:39][S:40][CH2:41][CH2:42][C:43]([O:45][CH3:46])=[O:44])=[O:35].N1C=CC=CC=1, predict the reaction product. The product is: [N:27]1([C:24]2[CH:25]=[CH:26][C:2]([NH:1][C:34]([C:36]3[CH:37]=[C:38]([CH:47]=[CH:48][CH:49]=3)[CH2:39][S:40][CH2:41][CH2:42][C:43]([O:45][CH3:46])=[O:44])=[O:35])=[C:3]([C:4](=[O:5])[NH:6][C:7]3[CH:8]=[N:9][C:10]([C:13]4[CH:18]=[CH:17][CH:16]=[C:15]([C:19]([F:21])([F:22])[F:20])[CH:14]=4)=[N:11][CH:12]=3)[CH:23]=2)[CH2:32][CH2:31][CH2:30][CH2:29][CH2:28]1. (4) Given the reactants [CH2:1]([N:4]([CH2:8][C:9]1[CH:14]=[CH:13][C:12]([NH:15][C:16](=[O:38])[C:17]2[CH:22]=[CH:21][C:20]([CH2:23][N:24]([CH2:32][C:33]3[NH:34][CH:35]=[CH:36][N:37]=3)[CH2:25][C:26]3[N:27]([CH3:31])[CH:28]=[CH:29][N:30]=3)=[CH:19][CH:18]=2)=[CH:11][CH:10]=1)[CH2:5][CH2:6][CH3:7])[CH2:2][CH3:3].[CH2:39](N(CC)CC)C.Cl[C:47]([O:49][CH3:50])=[O:48], predict the reaction product. The product is: [CH2:50]([O:49][C:47]([N:37]1[CH:36]=[CH:35][N:34]=[C:33]1[CH2:32][N:24]([CH2:23][C:20]1[CH:21]=[CH:22][C:17]([C:16](=[O:38])[NH:15][C:12]2[CH:11]=[CH:10][C:9]([CH2:8][N:4]([CH2:5][CH2:6][CH3:7])[CH2:1][CH2:2][CH3:3])=[CH:14][CH:13]=2)=[CH:18][CH:19]=1)[CH2:25][C:26]1[N:27]([CH3:31])[CH:28]=[CH:29][N:30]=1)=[O:48])[CH3:39].